This data is from Catalyst prediction with 721,799 reactions and 888 catalyst types from USPTO. The task is: Predict which catalyst facilitates the given reaction. (1) Product: [N:22]1([C:2]2[CH:3]=[C:4]3[C:9](=[CH:10][C:11]=2[N+:12]([O-:14])=[O:13])[NH:8][C:7](=[O:15])[N:6]([NH:16][S:17]([CH3:20])(=[O:19])=[O:18])[C:5]3=[O:21])[CH:26]=[CH:25][N:24]=[CH:23]1. Reactant: F[C:2]1[CH:3]=[C:4]2[C:9](=[CH:10][C:11]=1[N+:12]([O-:14])=[O:13])[NH:8][C:7](=[O:15])[N:6]([NH:16][S:17]([CH3:20])(=[O:19])=[O:18])[C:5]2=[O:21].[NH:22]1[CH:26]=[CH:25][N:24]=[CH:23]1.CN1CCN(C)C1=O.O. The catalyst class is: 15. (2) Reactant: [CH:1]1([CH:7]([C:9]2[O:10][C:11]3[CH:18]=[CH:17][CH:16]=[CH:15][C:12]=3[C:13]=2[CH3:14])O)[CH2:6][CH2:5][CH2:4][CH2:3][CH2:2]1.S(Cl)([Cl:21])=O.C(=O)([O-])O.[Na+]. Product: [Cl:21][CH:7]([CH:1]1[CH2:6][CH2:5][CH2:4][CH2:3][CH2:2]1)[C:9]1[O:10][C:11]2[CH:18]=[CH:17][CH:16]=[CH:15][C:12]=2[C:13]=1[CH3:14]. The catalyst class is: 11. (3) Reactant: [OH:1][CH:2]1[CH2:5][N:4]([C:6]([O:8][C:9]([CH3:12])([CH3:11])[CH3:10])=[O:7])[CH2:3]1.N(C(N1CCCCC1)=O)=NC(N1CCCCC1)=O.[Br:31][C:32]1[CH:37]=[CH:36][CH:35]=[CH:34][C:33]=1O.C(P(CCCC)CCCC)CCC. Product: [Br:31][C:32]1[CH:37]=[CH:36][CH:35]=[CH:34][C:33]=1[O:1][CH:2]1[CH2:3][N:4]([C:6]([O:8][C:9]([CH3:12])([CH3:11])[CH3:10])=[O:7])[CH2:5]1. The catalyst class is: 7. (4) Reactant: C([N:8]1[CH2:12][C@@H:11]([C:13]([N:15]2[CH2:19][C@@H:18]([N:20]([CH:28]3[CH2:33][CH2:32][C:31]([CH3:35])([CH3:34])[CH2:30][CH2:29]3)[C:21]([C@@H:23]3[CH2:27][CH2:26][CH2:25][O:24]3)=[O:22])[CH2:17][C@H:16]2[C:36]([N:38]2[CH2:43][CH2:42][N:41]([CH3:44])[CH2:40][CH2:39]2)=[O:37])=[O:14])[C@H:10]([C:45]2[CH:50]=[CH:49][C:48]([Cl:51])=[CH:47][CH:46]=2)[CH2:9]1)(OC(C)(C)C)=O.Cl. Product: [Cl:51][C:48]1[CH:47]=[CH:46][C:45]([C@@H:10]2[CH2:9][NH:8][CH2:12][C@H:11]2[C:13]([N:15]2[C@H:16]([C:36]([N:38]3[CH2:39][CH2:40][N:41]([CH3:44])[CH2:42][CH2:43]3)=[O:37])[CH2:17][C@H:18]([N:20]([CH:28]3[CH2:33][CH2:32][C:31]([CH3:35])([CH3:34])[CH2:30][CH2:29]3)[C:21]([C@@H:23]3[CH2:27][CH2:26][CH2:25][O:24]3)=[O:22])[CH2:19]2)=[O:14])=[CH:50][CH:49]=1. The catalyst class is: 2. (5) Reactant: [CH3:1][C:2]1[S:6][C:5]([C:7]2[O:8][CH:9]=[CH:10][N:11]=2)=[N:4][C:3]=1[OH:12].[H-].[Na+].C1C=CC(N([S:22]([C:25]([F:28])([F:27])[F:26])(=[O:24])=[O:23])[S:22]([C:25]([F:28])([F:27])[F:26])(=[O:24])=[O:23])=CC=1.O. Product: [CH3:1][C:2]1[S:6][C:5]([C:7]2[O:8][CH:9]=[CH:10][N:11]=2)=[N:4][C:3]=1[O:12][S:22]([C:25]([F:28])([F:27])[F:26])(=[O:24])=[O:23]. The catalyst class is: 1. (6) Product: [Cl:27][C:25]1[C:24]([C:28]([F:30])([F:29])[F:31])=[CH:23][N:22]=[C:21]([NH:1][C:2]2[CH:3]=[CH:4][C:5]([C:8](=[O:10])[CH3:9])=[N:6][CH:7]=2)[N:26]=1. The catalyst class is: 303. Reactant: [NH2:1][C:2]1[CH:3]=[CH:4][C:5]([C:8](=[O:10])[CH3:9])=[N:6][CH:7]=1.CCN(C(C)C)C(C)C.Cl[C:21]1[N:26]=[C:25]([Cl:27])[C:24]([C:28]([F:31])([F:30])[F:29])=[CH:23][N:22]=1. (7) Reactant: [H-].[Na+].[Br:3][C:4]1[NH:5][C:6]2[C:11]([C:12]=1[CH:13]1[CH2:18][CH2:17][CH2:16][CH2:15][CH2:14]1)=[CH:10][CH:9]=[C:8]([C:19]([O:21][CH3:22])=[O:20])[CH:7]=2.N1C2C(=CC=C(C(OC)=O)C=2)C=C1.Br[CH2:37][C:38]([O:40][C:41]([CH3:44])([CH3:43])[CH3:42])=[O:39]. Product: [Br:3][C:4]1[N:5]([CH2:37][C:38]([O:40][C:41]([CH3:44])([CH3:43])[CH3:42])=[O:39])[C:6]2[C:11]([C:12]=1[CH:13]1[CH2:18][CH2:17][CH2:16][CH2:15][CH2:14]1)=[CH:10][CH:9]=[C:8]([C:19]([O:21][CH3:22])=[O:20])[CH:7]=2. The catalyst class is: 3. (8) The catalyst class is: 11. Product: [CH3:8][O:9][C:10]1[CH:19]=[CH:18][CH:17]=[C:16]2[C:11]=1[CH2:12][CH2:13][C@H:14]([N:20]([CH2:1][CH2:2][CH3:3])[CH2:21][CH2:22][C:23]1[S:24][CH:25]=[CH:26][CH:27]=1)[CH2:15]2. Reactant: [C:1](O)(=O)[CH2:2][CH3:3].[BH4-].[Na+].[CH3:8][O:9][C:10]1[CH:19]=[CH:18][CH:17]=[C:16]2[C:11]=1[CH2:12][CH2:13][C@H:14]([NH:20][CH2:21][CH2:22][C:23]1[S:24][CH:25]=[CH:26][CH:27]=1)[CH2:15]2.[OH-].[Na+].